From a dataset of Reaction yield outcomes from USPTO patents with 853,638 reactions. Predict the reaction yield, written as a fraction of the theoretical maximum amount of product (1.0 means a 100% yield; for example, 0.34 means a 34% yield). (1) The reactants are [F:1][C:2]1[C:7]2[N:8]=[CH:9][O:10][C:6]=2[CH:5]=[C:4](C(O)=O)[C:3]=1[NH:14][C:15]1[CH:20]=[CH:19][C:18]([I:21])=[CH:17][C:16]=1[F:22].C1C=CC(P(N=[N+]=[N-])(C2C=CC=CC=2)=[O:30])=CC=1.C([N:42]([CH2:45]C)CC)C. The catalyst is CC(O)(C)C. The product is [F:1][C:2]1[C:7]2[N:8]=[CH:9][O:10][C:6]=2[CH:5]=[C:4]2[NH:42][C:45](=[O:30])[N:14]([C:15]3[CH:20]=[CH:19][C:18]([I:21])=[CH:17][C:16]=3[F:22])[C:3]=12. The yield is 0.892. (2) The reactants are Br[C:2]1[CH:3]=[C:4]2[C:9](=[CH:10][CH:11]=1)[N:8]=[CH:7][C:6]([C:12]([CH:14]1[CH2:16][CH2:15]1)=[O:13])=[C:5]2[NH:17][CH2:18][CH:19]1[CH2:24][CH2:23][N:22]([CH3:25])[CH2:21][CH2:20]1.[Cl:26][C:27]1[CH:32]=[C:31](B2OC(C)(C)C(C)(C)O2)[CH:30]=[C:29]([O:42][CH3:43])[C:28]=1[OH:44]. No catalyst specified. The product is [Cl:26][C:27]1[CH:32]=[C:31]([C:2]2[CH:3]=[C:4]3[C:9](=[CH:10][CH:11]=2)[N:8]=[CH:7][C:6]([C:12]([CH:14]2[CH2:15][CH2:16]2)=[O:13])=[C:5]3[NH:17][CH2:18][CH:19]2[CH2:20][CH2:21][N:22]([CH3:25])[CH2:23][CH2:24]2)[CH:30]=[C:29]([O:42][CH3:43])[C:28]=1[OH:44]. The yield is 0.440. (3) The reactants are Br[C:2]1[CH:7]=[CH:6][C:5]([C:8]2([C:11]3[N:15]4[CH2:16][CH2:17][S:18][C:19]([CH2:22][O:23][Si](C(C)(C)C)(C)C)([CH3:21])[CH2:20][C:14]4=[N:13][N:12]=3)[CH2:10][CH2:9]2)=[CH:4][CH:3]=1.[Cl:31][C:32]1[CH:37]=[CH:36][N:35]=[CH:34][C:33]=1B1OC(C)(C)C(C)(C)O1.C(=O)([O-])[O-].[K+].[K+].C(=O)([O-])O.[Na+]. The catalyst is C(COC)OC.O.C1C=CC([P]([Pd]([P](C2C=CC=CC=2)(C2C=CC=CC=2)C2C=CC=CC=2)([P](C2C=CC=CC=2)(C2C=CC=CC=2)C2C=CC=CC=2)[P](C2C=CC=CC=2)(C2C=CC=CC=2)C2C=CC=CC=2)(C2C=CC=CC=2)C2C=CC=CC=2)=CC=1. The product is [Cl:31][C:32]1[CH:37]=[CH:36][N:35]=[CH:34][C:33]=1[C:2]1[CH:3]=[CH:4][C:5]([C:8]2([C:11]3[N:15]4[CH2:16][CH2:17][S:18][C:19]([CH2:22][OH:23])([CH3:21])[CH2:20][C:14]4=[N:13][N:12]=3)[CH2:9][CH2:10]2)=[CH:6][CH:7]=1. The yield is 0.320. (4) The reactants are [Cl:1][C:2]1[CH:3]=[C:4]([N:12]([C:17]2[C:36]([CH:37]3[CH2:39][CH2:38]3)=[CH:35][C:20]3[C:21]([C:31]([NH:33][CH3:34])=[O:32])=[C:22]([C:24]4[CH:29]=[CH:28][C:27]([F:30])=[CH:26][CH:25]=4)[O:23][C:19]=3[CH:18]=2)[S:13]([CH3:16])(=[O:15])=[O:14])[CH:5]=[CH:6][C:7]=1[CH:8]([OH:11])[CH:9]=[CH2:10].CCN(C(C)C)C(C)C.[CH3:49][O:50][CH2:51]Cl. The catalyst is C1COCC1.O. The product is [Cl:1][C:2]1[CH:3]=[C:4]([N:12]([C:17]2[C:36]([CH:37]3[CH2:38][CH2:39]3)=[CH:35][C:20]3[C:21]([C:31]([NH:33][CH3:34])=[O:32])=[C:22]([C:24]4[CH:29]=[CH:28][C:27]([F:30])=[CH:26][CH:25]=4)[O:23][C:19]=3[CH:18]=2)[S:13]([CH3:16])(=[O:15])=[O:14])[CH:5]=[CH:6][C:7]=1[CH:8]([O:11][CH2:49][O:50][CH3:51])[CH:9]=[CH2:10]. The yield is 0.770. (5) The reactants are [Br:1][C:2]1[CH:11]=[C:10]2[C:5]([N:6]=[CH:7][C:8](Cl)=[N:9]2)=[CH:4][CH:3]=1.[O:13]=[C:14]1[NH:19][CH2:18][CH2:17][N:16]([C:20]([O:22][C:23]([CH3:26])([CH3:25])[CH3:24])=[O:21])[CH2:15]1.C(=O)([O-])[O-].[Cs+].[Cs+]. The catalyst is O1CCOCC1.CC1(C)C2C(=C(P(C3C=CC=CC=3)C3C=CC=CC=3)C=CC=2)OC2C(P(C3C=CC=CC=3)C3C=CC=CC=3)=CC=CC1=2. The product is [Br:1][C:2]1[CH:11]=[C:10]2[C:5]([N:6]=[CH:7][C:8]([N:19]3[CH2:18][CH2:17][N:16]([C:20]([O:22][C:23]([CH3:25])([CH3:24])[CH3:26])=[O:21])[CH2:15][C:14]3=[O:13])=[N:9]2)=[CH:4][CH:3]=1. The yield is 0.500. (6) The reactants are [N:1]1[CH:6]=[CH:5][CH:4]=[CH:3][C:2]=1[NH:7][CH2:8][CH2:9][CH2:10][O:11][C:12]1[CH:13]=[C:14]2[C:18](=[CH:19][CH:20]=1)[NH:17][C:16]([CH2:21][CH:22]([CH2:27][CH2:28][CH2:29][CH2:30][CH2:31][CH3:32])[C:23]([O:25]C)=[O:24])=[CH:15]2.[OH-].[Na+]. The catalyst is CO.O. The product is [N:1]1[CH:6]=[CH:5][CH:4]=[CH:3][C:2]=1[NH:7][CH2:8][CH2:9][CH2:10][O:11][C:12]1[CH:13]=[C:14]2[C:18](=[CH:19][CH:20]=1)[NH:17][C:16]([CH2:21][CH:22]([CH2:27][CH2:28][CH2:29][CH2:30][CH2:31][CH3:32])[C:23]([OH:25])=[O:24])=[CH:15]2. The yield is 0.900. (7) The product is [CH3:19][O:18][C:16](=[O:17])[C:15]1[CH:20]=[CH:21][C:12]([C:11]#[C:10][C:8]#[C:7][C:1]2[CH:6]=[CH:5][CH:4]=[CH:3][CH:2]=2)=[CH:13][CH:14]=1. No catalyst specified. The yield is 0.820. The reactants are [C:1]1([C:7]#[CH:8])[CH:6]=[CH:5][CH:4]=[CH:3][CH:2]=1.Br[C:10](Br)=[CH:11][C:12]1[CH:21]=[CH:20][C:15]([C:16]([O:18][CH3:19])=[O:17])=[CH:14][CH:13]=1. (8) The reactants are [CH3:1][C:2]1[N:3]([C:16]2[CH:21]=[CH:20][CH:19]=[CH:18][CH:17]=2)[C:4]([C:10]2[CH:15]=[CH:14][CH:13]=[CH:12][CH:11]=2)=[CH:5][C:6]=1[C:7](O)=[O:8].CN(C(F)=[N+:26]([CH3:28])C)C.F[P-](F)(F)(F)(F)F.CCN(C(C)C)C(C)C.[CH:46]1(NC)[CH2:51][CH2:50][CH2:49][CH2:48][CH2:47]1. The catalyst is ClCCCl. The product is [CH:46]1([CH2:28][NH:26][C:7]([C:6]2[CH:5]=[C:4]([C:10]3[CH:15]=[CH:14][CH:13]=[CH:12][CH:11]=3)[N:3]([C:16]3[CH:21]=[CH:20][CH:19]=[CH:18][CH:17]=3)[C:2]=2[CH3:1])=[O:8])[CH2:51][CH2:50][CH2:49][CH2:48][CH2:47]1. The yield is 0.140. (9) The reactants are [Cl:1][C:2]1[CH:7]=[C:6](I)[C:5]([Cl:9])=[CH:4][N:3]=1.[NH2:10][C:11]1[CH:12]=[CH:13][C:14]([N:22]2[CH2:27][CH2:26][N:25]([CH:28]([CH3:30])[CH3:29])[CH2:24][CH2:23]2)=[C:15]2[C:19]=1[C:18](=[O:20])[N:17]([CH3:21])[CH2:16]2.C(=O)([O-])[O-].[Cs+].[Cs+]. The catalyst is CC(N(C)C)=O.C([O-])(=O)C.[Pd+2].C([O-])(=O)C.CC1(C)C2C=CC=C(P(C3C=CC=CC=3)C3C=CC=CC=3)C=2OC2C1=CC=CC=2P(C1C=CC=CC=1)C1C=CC=CC=1. The product is [Cl:1][C:2]1[CH:7]=[C:6]([NH:10][C:11]2[CH:12]=[CH:13][C:14]([N:22]3[CH2:23][CH2:24][N:25]([CH:28]([CH3:30])[CH3:29])[CH2:26][CH2:27]3)=[C:15]3[C:19]=2[C:18](=[O:20])[N:17]([CH3:21])[CH2:16]3)[C:5]([Cl:9])=[CH:4][N:3]=1. The yield is 0.990. (10) The reactants are [Cl:1][C:2]1[CH:19]=[C:18]([CH:20]=[CH2:21])[CH:17]=[CH:16][C:3]=1[CH2:4][N:5]1[C:13](=[O:14])[C:12]2[C:7](=[CH:8][CH:9]=[CH:10][CH:11]=2)[C:6]1=[O:15].Br[CH:23]([C:28]1[CH:33]=[C:32]([Cl:34])[CH:31]=[C:30]([Cl:35])[CH:29]=1)[C:24]([F:27])([F:26])[F:25].N1C=CC=CC=1C1C=CC=CN=1. The catalyst is ClC1C=CC=CC=1Cl.Cl[Cu]. The product is [Cl:1][C:2]1[CH:19]=[C:18](/[CH:20]=[CH:21]/[CH:23]([C:28]2[CH:29]=[C:30]([Cl:35])[CH:31]=[C:32]([Cl:34])[CH:33]=2)[C:24]([F:27])([F:26])[F:25])[CH:17]=[CH:16][C:3]=1[CH2:4][N:5]1[C:13](=[O:14])[C:12]2[C:7](=[CH:8][CH:9]=[CH:10][CH:11]=2)[C:6]1=[O:15]. The yield is 0.500.